From a dataset of Forward reaction prediction with 1.9M reactions from USPTO patents (1976-2016). Predict the product of the given reaction. Given the reactants [NH:1]1[CH2:6][CH2:5][O:4][C@@H:3]([C:7]([OH:9])=[O:8])[CH2:2]1.Cl[C:11]1[N:16]=[CH:15][C:14]([B:17]([OH:19])[OH:18])=[CH:13][N:12]=1, predict the reaction product. The product is: [B:17]([C:14]1[CH:13]=[N:12][C:11]([N:1]2[CH2:6][CH2:5][O:4][C@@H:3]([C:7]([OH:9])=[O:8])[CH2:2]2)=[N:16][CH:15]=1)([OH:19])[OH:18].